This data is from Forward reaction prediction with 1.9M reactions from USPTO patents (1976-2016). The task is: Predict the product of the given reaction. (1) Given the reactants [NH2:1][CH2:2][CH2:3][CH2:4][CH2:5][CH2:6][CH2:7][CH2:8][CH2:9][NH:10][C:11]1[N:16]=[C:15]([O:17][CH2:18][C:19]([F:22])([F:21])[F:20])[N:14]=[C:13]([NH:23][C:24]2[CH:33]=[CH:32][C:27]([C:28]([O:30]C)=[O:29])=[CH:26][CH:25]=2)[N:12]=1.C(=O)([O-])[O-].[K+].[K+].Cl, predict the reaction product. The product is: [NH2:1][CH2:2][CH2:3][CH2:4][CH2:5][CH2:6][CH2:7][CH2:8][CH2:9][NH:10][C:11]1[N:16]=[C:15]([O:17][CH2:18][C:19]([F:20])([F:21])[F:22])[N:14]=[C:13]([NH:23][C:24]2[CH:25]=[CH:26][C:27]([C:28]([OH:30])=[O:29])=[CH:32][CH:33]=2)[N:12]=1. (2) Given the reactants [CH3:1][O:2][C:3]1[C:8]([NH:9][C:10]2[S:14]C=NC=2C(O)=O)=[CH:7][CH:6]=[CH:5][N:4]=1.CC1N=C(N)C=CC=1.COC1C(N)=CC=CN=1, predict the reaction product. The product is: [N:9]([C:8]1[C:3]([O:2][CH3:1])=[N:4][CH:5]=[CH:6][CH:7]=1)=[C:10]=[S:14].